Predict the reactants needed to synthesize the given product. From a dataset of Full USPTO retrosynthesis dataset with 1.9M reactions from patents (1976-2016). (1) Given the product [ClH:1].[Cl:1][C:2]1[CH:10]=[C:9]2[C:5]([C:6]([C:15]([N:17]3[CH2:22][CH2:21][CH:20]([C:23]4[CH:28]=[CH:27][CH:26]=[CH:25][C:24]=4[C:29]([F:32])([F:31])[F:30])[CH2:19][CH2:18]3)=[O:16])=[CH:7][N:8]2[CH2:11][C:12]([NH:43][CH2:42][CH2:41][NH:39][CH3:38])=[O:14])=[CH:4][CH:3]=1, predict the reactants needed to synthesize it. The reactants are: [Cl:1][C:2]1[CH:10]=[C:9]2[C:5]([C:6]([C:15]([N:17]3[CH2:22][CH2:21][CH:20]([C:23]4[CH:28]=[CH:27][CH:26]=[CH:25][C:24]=4[C:29]([F:32])([F:31])[F:30])[CH2:19][CH2:18]3)=[O:16])=[CH:7][N:8]2[CH2:11][C:12]([OH:14])=O)=[CH:4][CH:3]=1.C(O[C:38](=O)[N:39]([CH2:41][CH2:42][NH2:43])C)(C)(C)C.Cl. (2) Given the product [C:1]([O:5][C:6]([N:8]1[CH2:13][CH2:12][C:11]([C:15](=[O:19])[NH2:16])([CH3:14])[CH2:10][CH2:9]1)=[O:7])([CH3:4])([CH3:2])[CH3:3], predict the reactants needed to synthesize it. The reactants are: [C:1]([O:5][C:6]([N:8]1[CH2:13][CH2:12][C:11]([C:15]#[N:16])([CH3:14])[CH2:10][CH2:9]1)=[O:7])([CH3:4])([CH3:3])[CH3:2].CS(C)=[O:19].[OH-].[Na+].OO. (3) Given the product [CH2:15]([N:17]1[CH:21]=[C:20]([CH2:22][N:23]([C:24]2[CH:25]=[CH:26][C:27]([CH:30]([CH3:31])[CH3:32])=[CH:28][CH:29]=2)[C:12]([CH:5]2[C:4]3[C:9](=[CH:10][CH:11]=[C:2]([F:1])[CH:3]=3)[O:8][CH2:7][CH2:6]2)=[O:14])[CH:19]=[N:18]1)[CH3:16], predict the reactants needed to synthesize it. The reactants are: [F:1][C:2]1[CH:3]=[C:4]2[C:9](=[CH:10][CH:11]=1)[O:8][CH2:7][CH2:6][CH:5]2[C:12]([OH:14])=O.[CH2:15]([N:17]1[CH:21]=[C:20]([CH2:22][NH:23][C:24]2[CH:29]=[CH:28][C:27]([CH:30]([CH3:32])[CH3:31])=[CH:26][CH:25]=2)[CH:19]=[N:18]1)[CH3:16]. (4) The reactants are: [CH3:1][O:2][C:3]1[CH:4]=[C:5]([CH2:11][CH2:12][C:13]2[N:14]=[C:15]3[CH:21]=[C:20]([C:22]4[CH:23]=[N:24][NH:25][CH:26]=4)[N:19](S(C4C=CC=CC=4)(=O)=O)[C:16]3=[N:17][CH:18]=2)[CH:6]=[C:7]([O:9][CH3:10])[CH:8]=1.N12CCCN=C1CCCCC2.[CH:47]1(/[CH:52]=[CH:53]/[C:54]#[N:55])[CH2:51][CH2:50][CH2:49][CH2:48]1. Given the product [CH:47]1([CH:52]([N:25]2[CH:26]=[C:22]([C:20]3[NH:19][C:16]4=[N:17][CH:18]=[C:13]([CH2:12][CH2:11][C:5]5[CH:6]=[C:7]([O:9][CH3:10])[CH:8]=[C:3]([O:2][CH3:1])[CH:4]=5)[N:14]=[C:15]4[CH:21]=3)[CH:23]=[N:24]2)[CH2:53][C:54]#[N:55])[CH2:51][CH2:50][CH2:49][CH2:48]1, predict the reactants needed to synthesize it. (5) Given the product [OH:3][CH2:4][CH2:5][O:6][NH:7][C:8]([C:10]1[CH:15]=[CH:14][N:13]2[CH:16]=[N:17][CH:18]=[C:12]2[C:11]=1[NH:19][C:20]1[CH:25]=[CH:24][C:23]([CH:26]2[CH2:28][CH2:27]2)=[CH:22][C:21]=1[F:29])=[O:9], predict the reactants needed to synthesize it. The reactants are: C([O:3][CH2:4][CH2:5][O:6][NH:7][C:8]([C:10]1[CH:15]=[CH:14][N:13]2[CH:16]=[N:17][CH:18]=[C:12]2[C:11]=1[NH:19][C:20]1[CH:25]=[CH:24][C:23]([CH:26]2[CH2:28][CH2:27]2)=[CH:22][C:21]=1[F:29])=[O:9])=C. (6) The reactants are: C(OC([NH:8][C@@H:9]([CH2:19][C:20]1[CH:25]=[CH:24][C:23]([N:26]2[C:31](=[O:32])[C:30]3[CH:33]=[CH:34][N:35]=[CH:36][C:29]=3[N:28]([CH3:37])[C:27]2=[O:38])=[CH:22][N:21]=1)[C:10]([O:12][CH:13]1[CH2:18][CH2:17][CH2:16][CH2:15][CH2:14]1)=[O:11])=O)(C)(C)C.Cl. Given the product [CH3:37][N:28]1[C:29]2[CH:36]=[N:35][CH:34]=[CH:33][C:30]=2[C:31](=[O:32])[N:26]([C:23]2[CH:24]=[CH:25][C:20]([CH2:19][C@@H:9]([C:10]([O:12][CH:13]3[CH2:14][CH2:15][CH2:16][CH2:17][CH2:18]3)=[O:11])[NH2:8])=[N:21][CH:22]=2)[C:27]1=[O:38], predict the reactants needed to synthesize it.